From a dataset of Forward reaction prediction with 1.9M reactions from USPTO patents (1976-2016). Predict the product of the given reaction. (1) Given the reactants C(=O)(OC(C)(C)C)N.[CH3:9][O:10][C:11]([C:13]1[CH:18]=[CH:17][C:16]([C@@H:19]([NH:21][C:22]([C@H:24]2[CH2:28][CH2:27][CH2:26][N:25]2C(OC(C)(C)C)=O)=[O:23])[CH3:20])=[CH:15][CH:14]=1)=[O:12], predict the reaction product. The product is: [NH:25]1[CH2:26][CH2:27][CH2:28][C@@H:24]1[C:22]([NH:21][C@H:19]([C:16]1[CH:15]=[CH:14][C:13]([C:11]([O:10][CH3:9])=[O:12])=[CH:18][CH:17]=1)[CH3:20])=[O:23]. (2) Given the reactants [C:1]([OH:11])(=O)/[CH:2]=[CH:3]/[CH2:4][CH2:5][C:6]#[C:7][C:8]#[CH:9].CCN(CC)CC.Cl.C(N=C=NCCCN(C)C)C.O.N1(O)C2C=CC=CC=2N=N1.[CH3:42][CH:43]([CH2:46][CH3:47])[CH2:44][NH2:45], predict the reaction product. The product is: [CH3:42][CH:43]([CH2:46][CH3:47])[CH2:44][NH:45][C:1](=[O:11])/[CH:2]=[CH:3]/[CH2:4][CH2:5][C:6]#[C:7][C:8]#[CH:9]. (3) Given the reactants [CH3:1][C:2]1[N:3]=[N:4][S:5][C:6]=1[C:7]([CH:9]1[CH2:15][CH2:14][CH2:13][C:12]2[CH:16]=[C:17]([N:20]3[CH2:24][C@H:23]([CH2:25][NH:26][C:27](=[O:29])[CH3:28])[O:22][C:21]3=[O:30])[CH:18]=[CH:19][C:11]=2[C:10]1=O)=O.O.[NH2:33][NH2:34], predict the reaction product. The product is: [CH3:1][C:2]1[N:3]=[N:4][S:5][C:6]=1[C:7]1[C:9]2[CH2:15][CH2:14][CH2:13][C:12]3[CH:16]=[C:17]([N:20]4[CH2:24][C@H:23]([CH2:25][NH:26][C:27](=[O:29])[CH3:28])[O:22][C:21]4=[O:30])[CH:18]=[CH:19][C:11]=3[C:10]=2[NH:34][N:33]=1. (4) The product is: [Br:36][CH2:1][CH2:2]/[CH:3]=[CH:4]\[CH2:5][CH2:6][CH2:7][CH3:8]. Given the reactants [CH2:1](O)[CH2:2]/[CH:3]=[CH:4]\[CH2:5][CH2:6][CH2:7][CH3:8].C1(P(C2C=CC=CC=2)C2C=CC=CC=2)C=CC=CC=1.C1C(=O)N([Br:36])C(=O)C1, predict the reaction product. (5) Given the reactants [N:1]([CH2:4][C:5]1[O:6][C:7]2[CH:13]=[CH:12][CH:11]=[CH:10][C:8]=2[CH:9]=1)=[N+]=[N-], predict the reaction product. The product is: [O:6]1[C:7]2[CH:13]=[CH:12][CH:11]=[CH:10][C:8]=2[CH:9]=[C:5]1[CH2:4][NH2:1]. (6) Given the reactants Br[C:2]1[CH:10]=[CH:9][C:8]([O:11][CH3:12])=[CH:7][C:3]=1[C:4]([OH:6])=[O:5].C([Li])CCC.[C:18]1([C:24]2[CH:35]=[CH:34][C:27]([C:28](N(OC)C)=[O:29])=[CH:26][CH:25]=2)[CH:23]=[CH:22][CH:21]=[CH:20][CH:19]=1, predict the reaction product. The product is: [C:24]1([C:18]2[CH:19]=[CH:20][CH:21]=[CH:22][CH:23]=2)[CH:25]=[CH:26][C:27]([C:28]([C:2]2[CH:10]=[CH:9][C:8]([O:11][CH3:12])=[CH:7][C:3]=2[C:4]([OH:6])=[O:5])=[O:29])=[CH:34][CH:35]=1. (7) Given the reactants [OH:1][B:2]1[C:6]2[CH:7]=[C:8]([NH:11][S:12]([C:15]3[CH:20]=[CH:19][C:18]([N+:21]([O-])=O)=[CH:17][C:16]=3[N+:24]([O-])=O)(=[O:14])=[O:13])[CH:9]=[CH:10][C:5]=2[CH2:4][O:3]1, predict the reaction product. The product is: [NH2:24][C:16]1[CH:17]=[C:18]([NH2:21])[CH:19]=[CH:20][C:15]=1[S:12]([NH:11][C:8]1[CH:9]=[CH:10][C:5]2[CH2:4][O:3][B:2]([OH:1])[C:6]=2[CH:7]=1)(=[O:13])=[O:14].